Dataset: Forward reaction prediction with 1.9M reactions from USPTO patents (1976-2016). Task: Predict the product of the given reaction. (1) Given the reactants [F:1][C:2]1[C:3](OC)=[C:4]([C:7](F)=[CH:8][CH:9]=1)[C:5]#[N:6].[OH2:13].[NH2:14][NH2:15].[CH2:16](O)C, predict the reaction product. The product is: [F:1][C:2]1[C:3]([O:13][CH3:16])=[C:4]2[C:7](=[CH:8][CH:9]=1)[NH:15][N:14]=[C:5]2[NH2:6]. (2) Given the reactants [H-].[Na+].[NH:3]1[CH:7]=[CH:6][CH:5]=[N:4]1.[Br:8][C:9]1[C:10]([CH3:23])=[C:11]([CH3:22])[C:12]2[O:16][C:15]([CH2:18]I)([CH3:17])[CH2:14][C:13]=2[C:20]=1[CH3:21].[Cl-].[NH4+], predict the reaction product. The product is: [Br:8][C:9]1[C:10]([CH3:23])=[C:11]([CH3:22])[C:12]2[O:16][C:15]([CH2:17][N:3]3[CH:7]=[CH:6][CH:5]=[N:4]3)([CH3:18])[CH2:14][C:13]=2[C:20]=1[CH3:21]. (3) Given the reactants [NH2:1][CH2:2][C:3]([C:10]1[CH:15]=[CH:14][CH:13]=[C:12]([NH2:16])[CH:11]=1)([CH3:9])[CH2:4][C:5](OC)=[O:6].ClCCN(CCCl)C1C=CC(C)=C(C2CNC(=O)C2)C=1, predict the reaction product. The product is: [NH2:16][C:12]1[CH:11]=[C:10]([C:3]2([CH3:9])[CH2:2][NH:1][C:5](=[O:6])[CH2:4]2)[CH:15]=[CH:14][CH:13]=1. (4) The product is: [I:38][CH2:7][CH2:6][C:5]1[CH:9]=[CH:10][CH:11]=[C:3]([C:2]([F:13])([F:12])[F:1])[CH:4]=1. Given the reactants [F:1][C:2]([F:13])([F:12])[C:3]1[CH:4]=[C:5]([CH:9]=[CH:10][CH:11]=1)[CH2:6][CH2:7]O.C1(P(C2C=CC=CC=2)C2C=CC=CC=2)C=CC=CC=1.N1C=CN=C1.[I:38]I, predict the reaction product.